Task: Binary Classification. Given a drug SMILES string, predict its activity (active/inactive) in a high-throughput screening assay against a specified biological target.. Dataset: HIV replication inhibition screening data with 41,000+ compounds from the AIDS Antiviral Screen (1) The molecule is Oc1nc2cc(C(F)(F)F)ccc2nc1Cc1ccccc1. The result is 0 (inactive). (2) The molecule is CC(C)(C)OC(=O)NC(Cc1ccc(O)cc1)C(O)=C(C#N)c1c(F)c(F)c(F)c(F)c1F. The result is 0 (inactive). (3) The drug is CCC(C)C(NC(=O)C(CCCNC(=N)N)NC(=O)C(CC(N)=O)NC(=O)C(Cc1ccc(O)cc1)NC(=O)C(N)CC(C)C)C(=O)NC(C(=O)NC(CC(C)C)C(=O)NC(CCCNC(=N)N)C(=O)NC(Cc1ccc(O)cc1)C(=O)O)C(C)CC. The result is 0 (inactive). (4) The molecule is CCCCCC1=CC2C(=O)NC(=O)NC12. The result is 0 (inactive).